This data is from Reaction yield outcomes from USPTO patents with 853,638 reactions. The task is: Predict the reaction yield, written as a fraction of the theoretical maximum amount of product (1.0 means a 100% yield; for example, 0.34 means a 34% yield). The reactants are [N:1]1[CH:6]=[CH:5][CH:4]=[CH:3][C:2]=1[S:7][C:8]1[CH:13]=[CH:12][N:11]=[C:10]([NH:14][C:15]2[CH:20]=[CH:19][CH:18]=[C:17]([NH2:21])[CH:16]=2)[N:9]=1.[C:22](O)(=[O:25])[CH:23]=[CH2:24]. No catalyst specified. The product is [N:1]1[CH:6]=[CH:5][CH:4]=[CH:3][C:2]=1[S:7][C:8]1[CH:13]=[CH:12][N:11]=[C:10]([NH:14][C:15]2[CH:16]=[C:17]([NH:21][C:22](=[O:25])[CH:23]=[CH2:24])[CH:18]=[CH:19][CH:20]=2)[N:9]=1. The yield is 0.430.